This data is from Forward reaction prediction with 1.9M reactions from USPTO patents (1976-2016). The task is: Predict the product of the given reaction. (1) Given the reactants [C:1]([N:5]1[C:9]2[N:10]=[CH:11][N:12]=[CH:13][C:8]=2[C:7](I)=[CH:6]1)([CH3:4])([CH3:3])[CH3:2].[Li]CCCC.CON(C)[C:23]([C:25]1[CH:30]=[C:29]([Cl:31])[CH:28]=[CH:27][N:26]=1)=[O:24], predict the reaction product. The product is: [C:1]([N:5]1[C:9]2[N:10]=[CH:11][N:12]=[CH:13][C:8]=2[C:7]([C:23]([C:25]2[CH:30]=[C:29]([Cl:31])[CH:28]=[CH:27][N:26]=2)=[O:24])=[CH:6]1)([CH3:4])([CH3:3])[CH3:2]. (2) Given the reactants I[C:2]1[CH:7]=[CH:6][C:5]([S:8]([N:11]2[CH2:16][CH2:15][O:14][CH2:13][CH2:12]2)(=[O:10])=[O:9])=[CH:4][CH:3]=1.[B:17](OC(C)C)([O:22]C(C)C)[O:18]C(C)C.[Li]CCCC.Cl, predict the reaction product. The product is: [N:11]1([S:8]([C:5]2[CH:6]=[CH:7][C:2]([B:17]([OH:22])[OH:18])=[CH:3][CH:4]=2)(=[O:10])=[O:9])[CH2:16][CH2:15][O:14][CH2:13][CH2:12]1. (3) The product is: [CH:12]([O:15][C:16]1[CH:17]=[CH:18][C:19]([CH:20]=[N:9][C:8]2[CH:10]=[CH:11][C:5]([S:2]([CH3:1])(=[O:3])=[O:4])=[CH:6][CH:7]=2)=[CH:22][CH:23]=1)([CH3:14])[CH3:13]. Given the reactants [CH3:1][S:2]([C:5]1[CH:11]=[CH:10][C:8]([NH2:9])=[CH:7][CH:6]=1)(=[O:4])=[O:3].[CH:12]([O:15][C:16]1[CH:23]=[CH:22][C:19]([CH:20]=O)=[CH:18][CH:17]=1)([CH3:14])[CH3:13], predict the reaction product. (4) Given the reactants [CH2:1]([O:8][C:9]1[CH:10]=[C:11](Br)[CH:12]=[CH:13][CH:14]=1)[C:2]1[CH:7]=[CH:6][CH:5]=[CH:4][CH:3]=1.[CH2:16]([NH:20][CH2:21][CH2:22][CH2:23][CH2:24][OH:25])[CH2:17][CH2:18][CH3:19].C[Si](C)(C)[N-][Si](C)(C)C.[K+].O, predict the reaction product. The product is: [CH2:1]([O:8][C:9]1[CH:10]=[C:11]([CH2:19][CH2:18][CH2:17][CH2:16][NH:20][CH2:21][CH2:22][CH2:23][CH2:24][OH:25])[CH:12]=[CH:13][CH:14]=1)[C:2]1[CH:7]=[CH:6][CH:5]=[CH:4][CH:3]=1.